The task is: Predict the product of the given reaction.. This data is from Forward reaction prediction with 1.9M reactions from USPTO patents (1976-2016). (1) Given the reactants [CH3:1][C:2]1[N:7]([C:8]2[CH:13]=[CH:12][CH:11]=[C:10]([C:14]([F:17])([F:16])[F:15])[CH:9]=2)[C:6](=[O:18])[C:5]([C:19]([NH:21][CH2:22][C:23]2[CH:28]=[CH:27][C:26]([S:29]([CH3:32])(=[O:31])=[O:30])=[CH:25][CH:24]=2)=[O:20])=[CH:4][CH:3]=1.[N+]([O-])([O-])=O.[K+].S(Cl)([Cl:41])(=O)=O.C([O-])([O-])=O.[Na+].[Na+], predict the reaction product. The product is: [Cl:41][C:3]1[CH:4]=[C:5]([C:19]([NH:21][CH2:22][C:23]2[CH:24]=[CH:25][C:26]([S:29]([CH3:32])(=[O:31])=[O:30])=[CH:27][CH:28]=2)=[O:20])[C:6](=[O:18])[N:7]([C:8]2[CH:13]=[CH:12][CH:11]=[C:10]([C:14]([F:17])([F:15])[F:16])[CH:9]=2)[C:2]=1[CH3:1]. (2) Given the reactants Br[CH2:2][CH:3]1[CH2:17][C:6]2=[C:7]3[C:12](=[N:13][CH:14]=[C:5]2[O:4]1)[CH:11]=[CH:10][C:9]([O:15][CH3:16])=[N:8]3.C(OC([N:25]1[CH2:30][CH2:29][CH:28]([NH2:31])[CH2:27][CH2:26]1)=O)(C)(C)C.[O:32]=[C:33]1[NH:38][C:37]2[CH:39]=[C:40]([C:43](O)=[O:44])[CH:41]=[CH:42][C:36]=2[S:35][CH2:34]1, predict the reaction product. The product is: [CH3:16][O:15][C:9]1[CH:10]=[CH:11][C:12]2[C:7]([N:8]=1)=[C:6]1[CH2:17][CH:3]([CH2:2][N:25]3[CH2:26][CH2:27][CH:28]([NH:31][C:43]([C:40]4[CH:41]=[CH:42][C:36]5[S:35][CH2:34][C:33](=[O:32])[NH:38][C:37]=5[CH:39]=4)=[O:44])[CH2:29][CH2:30]3)[O:4][C:5]1=[CH:14][N:13]=2. (3) Given the reactants [Cl:1][C:2]1[C:11]([C:12]2[CH:17]=[CH:16][CH:15]=[CH:14][CH:13]=2)=[C:10]([Cl:18])[C:9]2[C:4](=[CH:5][CH:6]=[C:7]([C:19]([OH:39])([C:33]3[CH:34]=[N:35][CH:36]=[CH:37][CH:38]=3)[CH:20]3[CH2:25][CH2:24][N:23]([C:26](OC(C)(C)C)=[O:27])[CH2:22][CH2:21]3)[CH:8]=2)[N:3]=1.[C:40]([OH:46])([C:42]([F:45])([F:44])[F:43])=[O:41].C(Cl)(=O)C.CCN(CC)CC, predict the reaction product. The product is: [C:26]([N:23]1[CH2:22][CH2:21][CH:20]([C:19]([C:7]2[CH:8]=[C:9]3[C:4](=[CH:5][CH:6]=2)[N:3]=[C:2]([Cl:1])[C:11]([C:12]2[CH:13]=[CH:14][CH:15]=[CH:16][CH:17]=2)=[C:10]3[Cl:18])([C:33]2[CH:34]=[N:35][CH:36]=[CH:37][CH:38]=2)[OH:39])[CH2:25][CH2:24]1)(=[O:27])[CH3:40].[C:40]([OH:46])([C:42]([F:45])([F:44])[F:43])=[O:41]. (4) Given the reactants [CH2:1]1[CH2:6][C@H:5]([C:7]([OH:9])=[O:8])[CH2:4][CH2:3][C@H:2]1[CH2:10][NH2:11].[C:12]([O:20][CH:21]([O:23][C:24](ON1C(=O)CCC1=O)=[O:25])[CH3:22])(=[O:19])[C:13]1[CH:18]=[CH:17][CH:16]=[CH:15][CH:14]=1, predict the reaction product. The product is: [C:12]([O:20][CH:21]([O:23][C:24]([NH:11][CH2:10][C@H:2]1[CH2:3][CH2:4][C@H:5]([C:7]([OH:9])=[O:8])[CH2:6][CH2:1]1)=[O:25])[CH3:22])(=[O:19])[C:13]1[CH:18]=[CH:17][CH:16]=[CH:15][CH:14]=1. (5) Given the reactants CC1C=CC(S(O[CH2:12][CH:13]2[O:18][C:17]3[CH:19]=[C:20]([F:24])[CH:21]=[C:22]([F:23])[C:16]=3[O:15][CH2:14]2)(=O)=O)=CC=1.[CH2:25]([NH2:27])[CH3:26], predict the reaction product. The product is: [F:23][C:22]1[C:16]2[O:15][CH2:14][CH:13]([CH2:12][NH:27][CH2:25][CH3:26])[O:18][C:17]=2[CH:19]=[C:20]([F:24])[CH:21]=1. (6) Given the reactants CN(/[CH:4]=[C:5]1\[C:6](=O)[C:7]2[CH:16]=[CH:15][CH:14]=[N:13][C:8]=2[NH:9][C:10](=[O:12])[CH2:11]\1)C.[CH3:18][O:19][C:20]1[CH:21]=[C:22]([NH:28][C:29]([NH2:31])=[NH:30])[CH:23]=[CH:24][C:25]=1[O:26][CH3:27], predict the reaction product. The product is: [CH3:18][O:19][C:20]1[CH:21]=[C:22]([NH:28][C:29]2[N:31]=[CH:4][C:5]3[CH2:11][C:10](=[O:12])[NH:9][C:8]4[N:13]=[CH:14][CH:15]=[CH:16][C:7]=4[C:6]=3[N:30]=2)[CH:23]=[CH:24][C:25]=1[O:26][CH3:27]. (7) Given the reactants C([N:3]([C:31](=O)[C:32]1[CH:37]=[CH:36][C:35](O)=[CH:34]C=1)[C:4]1[CH:9]=[C:8]([O:10][CH3:11])[C:7]([O:12][CH3:13])=[CH:6][C:5]=1[CH:14]1[CH2:23][CH2:22][C:21]2[CH:20]=[C:19]([O:24]C(=O)C(C)(C)C)[CH:18]=[CH:17][C:16]=2[CH2:15]1)C.Cl[CH2:41][C:42]([N:44]([CH3:46])[CH3:45])=O, predict the reaction product. The product is: [CH3:45][N:44]([CH3:46])[CH2:42][CH2:41][O:10][C:8]1[CH:7]=[CH:6][C:36]([CH2:37][CH2:32][CH2:31][NH:3][C:4]2[CH:9]=[C:8]([O:10][CH3:11])[C:7]([O:12][CH3:13])=[CH:6][C:5]=2[CH:14]2[CH2:23][CH2:22][C:21]3[CH:20]=[C:19]([OH:24])[CH:18]=[CH:17][C:16]=3[CH2:15]2)=[CH:35][CH:34]=1. (8) Given the reactants [C:1]([O-:4])([O-])=O.[K+].[K+].[CH2:7]([O:9][C:10](=[O:23])[C:11]1[CH:16]=[C:15](I)[C:14]([O:18][CH2:19][CH2:20][OH:21])=[C:13](Br)[CH:12]=1)[CH3:8].[CH3:24][O:25][C:26]1[CH:31]=[CH:30][C:29](B(O)O)=[CH:28][CH:27]=1.C(Cl)Cl.B(O)O, predict the reaction product. The product is: [CH2:7]([O:9][C:10](=[O:23])[C:11]1[CH:16]=[C:15]([C:29]2[CH:30]=[CH:31][C:26]([O:25][CH3:24])=[CH:27][CH:28]=2)[C:14]([O:18][CH2:19][CH2:20][OH:21])=[C:13]([C:11]2[CH:16]=[CH:15][C:14]([O:4][CH3:1])=[CH:13][CH:12]=2)[CH:12]=1)[CH3:8]. (9) Given the reactants [F:1][C:2]1[CH:7]=[CH:6][C:5]([CH2:8][C:9]#[C:10][Si:11]([CH3:14])([CH3:13])[CH3:12])=[CH:4][CH:3]=1.CC(C)([O-])C.[K+].[F:21][C:22]1[CH:27]=[CH:26][CH:25]=[C:24]([F:28])[C:23]=1/[CH:29]=[CH:30]/[C:31]([O:33][CH2:34][CH3:35])=[O:32].Cl, predict the reaction product. The product is: [F:1][C:2]1[CH:7]=[CH:6][C:5]([CH2:8][C:9]#[C:10][Si:11]([CH3:13])([CH3:12])[CH3:14])=[CH:4][CH:3]=1.[F:21][C:22]1[CH:27]=[CH:26][CH:25]=[C:24]([F:28])[C:23]=1[CH:29]([CH:8]([C:5]1[CH:6]=[CH:7][C:2]([F:1])=[CH:3][CH:4]=1)[C:9]#[C:10][Si:11]([CH3:12])([CH3:14])[CH3:13])[CH2:30][C:31]([O:33][CH2:34][CH3:35])=[O:32].[F:21][C:22]1[CH:27]=[CH:26][CH:25]=[C:24]([F:28])[C:23]=1[CH:29]([CH:8]([C:5]1[CH:6]=[CH:7][C:2]([F:1])=[CH:3][CH:4]=1)[C:9]#[CH:10])[CH2:30][C:31]([O:33][CH2:34][CH3:35])=[O:32].